From a dataset of Reaction yield outcomes from USPTO patents with 853,638 reactions. Predict the reaction yield, written as a fraction of the theoretical maximum amount of product (1.0 means a 100% yield; for example, 0.34 means a 34% yield). (1) The reactants are [Cl:1][C:2]1[N:6]2[CH:7]=[C:8]([C:15]3[CH2:16][CH2:17][NH:18][CH2:19][CH:20]=3)[CH:9]=[C:10]([C:11]([F:14])([F:13])[F:12])[C:5]2=[N:4][C:3]=1[C:21]([N:23]1[CH2:27][CH2:26][CH:25]([C:28]2[CH:33]=[CH:32][CH:31]=[C:30]([F:34])[CH:29]=2)[CH2:24]1)=[O:22].C(N(CC)C(C)C)(C)C.[S:44](Cl)([CH3:47])(=[O:46])=[O:45]. The catalyst is C1COCC1.CCOC(C)=O. The product is [Cl:1][C:2]1[N:6]2[CH:7]=[C:8]([C:15]3[CH2:16][CH2:17][N:18]([S:44]([CH3:47])(=[O:46])=[O:45])[CH2:19][CH:20]=3)[CH:9]=[C:10]([C:11]([F:13])([F:14])[F:12])[C:5]2=[N:4][C:3]=1[C:21]([N:23]1[CH2:27][CH2:26][CH:25]([C:28]2[CH:33]=[CH:32][CH:31]=[C:30]([F:34])[CH:29]=2)[CH2:24]1)=[O:22]. The yield is 0.400. (2) The reactants are [C:1]([C:3](=[C:9]1[CH2:14][CH2:13][N:12]([C:15]([O:17][C:18]([CH3:21])([CH3:20])[CH3:19])=[O:16])[CH2:11][CH2:10]1)[C:4]([O:6][CH2:7][CH3:8])=[O:5])#[N:2].[C:22]1([CH3:30])[CH:27]=[CH:26][CH:25]=[CH:24][C:23]=1[Mg]Br.N#N. The catalyst is [Cu](I)I.C1COCC1. The product is [C:1]([CH:3]([C:9]1([C:23]2[CH:24]=[CH:25][CH:26]=[CH:27][C:22]=2[CH3:30])[CH2:10][CH2:11][N:12]([C:15]([O:17][C:18]([CH3:20])([CH3:19])[CH3:21])=[O:16])[CH2:13][CH2:14]1)[C:4]([O:6][CH2:7][CH3:8])=[O:5])#[N:2]. The yield is 0.880. (3) The yield is 0.760. The catalyst is C(Cl)(Cl)Cl. The product is [CH3:7][N:8]([C:9]1[CH:10]=[CH:11][C:12]([N+:15]([O-:17])=[O:16])=[CH:13][CH:14]=1)[C:1](=[O:5])[CH2:2][CH2:3][CH3:4]. The reactants are [C:1](Cl)(=[O:5])[CH2:2][CH2:3][CH3:4].[CH3:7][NH:8][C:9]1[CH:14]=[CH:13][C:12]([N+:15]([O-:17])=[O:16])=[CH:11][CH:10]=1.C(N(CC)CC)C. (4) The reactants are [OH:1][C@@:2]1([C:9]#[C:10][C:11]2[CH:12]=[C:13]([N:17]3[C:25]4[C:20](=[CH:21][CH:22]=[C:23]([O:26][CH3:27])[CH:24]=4)[C:19]([C:28]([O:30]C)=O)=[N:18]3)[CH:14]=[CH:15][CH:16]=2)[CH2:6][CH2:5][N:4]([CH3:7])[C:3]1=[O:8].[NH3:32]. The catalyst is CO. The product is [OH:1][C@@:2]1([C:9]#[C:10][C:11]2[CH:12]=[C:13]([N:17]3[C:25]4[C:20](=[CH:21][CH:22]=[C:23]([O:26][CH3:27])[CH:24]=4)[C:19]([C:28]([NH2:32])=[O:30])=[N:18]3)[CH:14]=[CH:15][CH:16]=2)[CH2:6][CH2:5][N:4]([CH3:7])[C:3]1=[O:8]. The yield is 0.420. (5) The reactants are Cl[C:2]([O:4][CH2:5][CH3:6])=[O:3].[CH:7]12[CH2:16][CH:11]3[CH2:12][CH:13]([CH2:15][CH:9]([CH2:10]3)[CH:8]1[C:17]1[CH:22]=[C:21]([CH3:23])[CH:20]=[CH:19][C:18]=1[OH:24])[CH2:14]2.CCN(CC)CC. The catalyst is CN(C1C=CN=CC=1)C.ClCCl. The product is [C:2](=[O:3])([O:4][CH2:5][CH3:6])[O:24][C:18]1[CH:19]=[CH:20][C:21]([CH3:23])=[CH:22][C:17]=1[CH:8]1[CH:9]2[CH2:10][CH:11]3[CH2:12][CH:13]([CH2:14][CH:7]1[CH2:16]3)[CH2:15]2. The yield is 0.940. (6) The reactants are Br[C:2]1[CH:7]=[C:6]([CH2:8][S:9]([CH3:12])(=[O:11])=[O:10])[C:5]([F:13])=[CH:4][C:3]=1[O:14][CH3:15].[CH3:16][N:17]1[CH:26]=[C:25](B2OC(C)(C)C(C)(C)O2)[C:24]2[C:19](=[CH:20][CH:21]=[C:22]([C:36]3[CH:37]=[N:38][N:39]([CH3:41])[CH:40]=3)[CH:23]=2)[C:18]1=[O:42].[O-]P([O-])([O-])=O.[K+].[K+].[K+]. The catalyst is O1CCOCC1.C1C=CC(P(C2C=CC=CC=2)[C-]2C=CC=C2)=CC=1.C1C=CC(P(C2C=CC=CC=2)[C-]2C=CC=C2)=CC=1.Cl[Pd]Cl.[Fe+2]. The product is [F:13][C:5]1[C:6]([CH2:8][S:9]([CH3:12])(=[O:11])=[O:10])=[CH:7][C:2]([C:25]2[C:24]3[C:19](=[CH:20][CH:21]=[C:22]([C:36]4[CH:37]=[N:38][N:39]([CH3:41])[CH:40]=4)[CH:23]=3)[C:18](=[O:42])[N:17]([CH3:16])[CH:26]=2)=[C:3]([O:14][CH3:15])[CH:4]=1. The yield is 0.180. (7) The reactants are [Br:1][C:2]1[CH:3]=[C:4]2[C:8](=[CH:9][CH:10]=1)[NH:7][CH:6]=[C:5]2/[C:11](/[C:23]#[N:24])=[CH:12]/[C:13]1[CH:14]=[C:15]([CH:18]=[CH:19][C:20]=1[O:21][CH3:22])[C:16]#[N:17].C1COCC1.[H-].[Na+].[C:32](Cl)(=[O:37])[C:33]([CH3:36])([CH3:35])[CH3:34]. The catalyst is CCOC(C)=O. The product is [Br:1][C:2]1[CH:3]=[C:4]2[C:8](=[CH:9][CH:10]=1)[N:7]([C:32](=[O:37])[C:33]([CH3:36])([CH3:35])[CH3:34])[CH:6]=[C:5]2/[C:11](/[C:23]#[N:24])=[CH:12]/[C:13]1[CH:14]=[C:15]([CH:18]=[CH:19][C:20]=1[O:21][CH3:22])[C:16]#[N:17]. The yield is 1.00. (8) The reactants are C[O:2][C:3]([C:5]1[C:6]([CH:27]([CH3:29])[CH3:28])=[N:7][C:8]2[C:13]([C:14]=1[C:15]1[CH:20]=[CH:19][CH:18]=[C:17]([O:21][C:22]([F:25])([F:24])[F:23])[CH:16]=1)=[CH:12][C:11]([Cl:26])=[CH:10][CH:9]=2)=[O:4].[I-].[Li+].C(O)(=O)CC(CC(O)=O)(C(O)=O)O. The catalyst is N1C=CC=CC=1.O.C(OCC)(=O)C. The product is [Cl:26][C:11]1[CH:12]=[C:13]2[C:8](=[CH:9][CH:10]=1)[N:7]=[C:6]([CH:27]([CH3:28])[CH3:29])[C:5]([C:3]([OH:4])=[O:2])=[C:14]2[C:15]1[CH:20]=[CH:19][CH:18]=[C:17]([O:21][C:22]([F:24])([F:23])[F:25])[CH:16]=1. The yield is 0.520.